From a dataset of Full USPTO retrosynthesis dataset with 1.9M reactions from patents (1976-2016). Predict the reactants needed to synthesize the given product. (1) Given the product [CH2:1]([C:3]1[CH:10]=[CH:9][C:6]([CH2:7][C:17]([CH2:16][CH2:15][C:14]([F:13])([F:22])[F:23])([C:18]#[N:19])[C:20]#[N:21])=[CH:5][CH:4]=1)[CH3:2], predict the reactants needed to synthesize it. The reactants are: [CH2:1]([C:3]1[CH:10]=[CH:9][C:6]([CH2:7]Cl)=[CH:5][CH:4]=1)[CH3:2].[H-].[Na+].[F:13][C:14]([F:23])([F:22])[CH2:15][CH2:16][CH:17]([C:20]#[N:21])[C:18]#[N:19]. (2) Given the product [Cl:8][C:6]1[CH:5]=[CH:4][C:3]([C:13]2[CH:18]=[CH:17][C:16]([CH2:19][CH3:20])=[C:15]([N+:21]([O-:23])=[O:22])[CH:14]=2)=[C:2]([F:1])[CH:7]=1, predict the reactants needed to synthesize it. The reactants are: [F:1][C:2]1[CH:7]=[C:6]([Cl:8])[CH:5]=[CH:4][C:3]=1B(O)O.Br[C:13]1[CH:18]=[CH:17][C:16]([CH2:19][CH3:20])=[C:15]([N+:21]([O-:23])=[O:22])[CH:14]=1.C(=O)([O-])[O-].[Na+].[Na+].